From a dataset of Full USPTO retrosynthesis dataset with 1.9M reactions from patents (1976-2016). Predict the reactants needed to synthesize the given product. Given the product [CH3:1][O:2][C:3]1[CH:8]=[CH:7][C:6]([C:9]2[C:16]3[S:15][C:14]([NH:17][C:18](=[O:20])[CH3:19])=[N:13][C:12]=3[NH:11][N:10]=2)=[CH:5][CH:4]=1, predict the reactants needed to synthesize it. The reactants are: [CH3:1][O:2][C:3]1[CH:8]=[CH:7][C:6]([C:9]2[C:16]3[S:15][C:14]([NH2:17])=[N:13][C:12]=3[NH:11][N:10]=2)=[CH:5][CH:4]=1.[C:18](Cl)(=[O:20])[CH3:19].C(O)C(N)(CO)CO.